From a dataset of Forward reaction prediction with 1.9M reactions from USPTO patents (1976-2016). Predict the product of the given reaction. (1) Given the reactants [N+:1]([C:4]1[C:5](O)=[N:6][C:7]([C:11]([F:14])([F:13])[F:12])=[CH:8][C:9]=1O)([O-:3])=[O:2].CC[N:18]([CH2:21][CH3:22])CC.O(S(C(F)(F)F)(=O)=O)S(C(F)(F)F)(=O)=O.[CH2:38]([NH2:45])[C:39]1[CH:44]=[CH:43][CH:42]=[CH:41][CH:40]=1, predict the reaction product. The product is: [CH2:38]([NH:45][C:5]1[C:4]([N+:1]([O-:3])=[O:2])=[C:9]([NH:18][CH2:21][C:22]2[CH:4]=[CH:9][CH:8]=[CH:7][CH:11]=2)[CH:8]=[C:7]([C:11]([F:14])([F:13])[F:12])[N:6]=1)[C:39]1[CH:44]=[CH:43][CH:42]=[CH:41][CH:40]=1. (2) Given the reactants BrC1C=CC=C2C=1[C:4](=[O:12])[C:5](=O)[NH:6]2.BrC1C=C2C(C(=O)C(=[O:23])N2)=CC=1.[H-].O=CC(Cl)(Cl)Cl.[O-]S([O-])(=O)=O.[Na+].[Na+].Br[C:40]1[CH:41]=[C:42]([CH:44]=[CH:45][CH:46]=1)[NH2:43].Cl, predict the reaction product. The product is: [CH:46]1[CH:45]=[CH:44][C:42]([NH:43][C:4](/[CH:5]=[N:6]/[OH:23])=[O:12])=[CH:41][CH:40]=1. (3) Given the reactants [Cl:1][C:2]1[CH:3]=[CH:4][C:5]([C:42]#[N:43])=[C:6]([C:8]2[C:13]([O:14][CH3:15])=[CH:12][N:11]([CH:16]([CH2:34][C@@H:35]3[CH2:40][CH2:39][CH2:38][CH2:37][O:36]3)[C:17]([NH:19][C:20]3[CH:21]=[CH:22][C:23]4[N:24]([CH:26]=[C:27]([C:29]([O:31]CC)=[O:30])[N:28]=4)[CH:25]=3)=[O:18])[C:10](=[O:41])[CH:9]=2)[CH:7]=1.[OH-].[Li+], predict the reaction product. The product is: [Cl:1][C:2]1[CH:3]=[CH:4][C:5]([C:42]#[N:43])=[C:6]([C:8]2[C:13]([O:14][CH3:15])=[CH:12][N:11]([CH:16]([CH2:34][C@@H:35]3[CH2:40][CH2:39][CH2:38][CH2:37][O:36]3)[C:17]([NH:19][C:20]3[CH:21]=[CH:22][C:23]4[N:24]([CH:26]=[C:27]([C:29]([OH:31])=[O:30])[N:28]=4)[CH:25]=3)=[O:18])[C:10](=[O:41])[CH:9]=2)[CH:7]=1. (4) Given the reactants [Cl:1][C:2]1[CH:7]=[C:6]([Cl:8])[N:5]=[CH:4][C:3]=1[CH2:9][OH:10].C1C=C[NH+]=CC=1.[O-][Cr](Cl)(=O)=O, predict the reaction product. The product is: [Cl:1][C:2]1[CH:7]=[C:6]([Cl:8])[N:5]=[CH:4][C:3]=1[CH:9]=[O:10]. (5) Given the reactants [C:1]([C:3]1[CH:8]=[CH:7][C:6]([N:9]2[CH2:14][CH2:13][CH2:12][C@H:11]([NH:15][C@@H:16]3[CH2:21][CH2:20][CH2:19][CH2:18][C@H:17]3[NH:22]C(=O)CC3C4C(=CC=CC=4)N(C)C=3)[CH2:10]2)=[CH:5][CH:4]=1)#[N:2].[C:36](Cl)(=[O:47])[O:37][C:38]1[CH:43]=[CH:42][C:41]([O:44][CH2:45][CH3:46])=[CH:40][CH:39]=1, predict the reaction product. The product is: [C:1]([C:3]1[CH:8]=[CH:7][C:6]([N:9]2[CH2:14][CH2:13][CH2:12][C@H:11]([NH:15][C@@H:16]3[CH2:21][CH2:20][CH2:19][CH2:18][C@H:17]3[NH:22][C:36](=[O:47])[O:37][C:38]3[CH:43]=[CH:42][C:41]([O:44][CH2:45][CH3:46])=[CH:40][CH:39]=3)[CH2:10]2)=[CH:5][CH:4]=1)#[N:2]. (6) Given the reactants [C:1]([CH2:4][C@H:5]1[CH2:16][CH2:15][C:14]2[S:13][C:12]3[N:11]=[CH:10][N:9]=[C:8]([O:17][CH:18]4[CH2:23][CH2:22][C:21]([N:25](C)[C:26](=O)OC(C)(C)C)([CH3:24])[CH2:20][CH2:19]4)[C:7]=3[C:6]1=2)(=[O:3])[NH2:2].Cl, predict the reaction product. The product is: [CH3:24][C:21]1([NH:25][CH3:26])[CH2:22][CH2:23][CH:18]([O:17][C:8]2[C:7]3[C:6]4[C@@H:5]([CH2:4][C:1]([NH2:2])=[O:3])[CH2:16][CH2:15][C:14]=4[S:13][C:12]=3[N:11]=[CH:10][N:9]=2)[CH2:19][CH2:20]1. (7) Given the reactants [C:1]([O:5][C:6]([N:8]1[CH2:13][CH2:12][CH:11]([O:14][CH:15]([C:17]2[O:21][N:20]=[C:19]([C:22]3[CH:27]=[CH:26][C:25]([C:28]([O:30]C)=O)=[C:24]([F:32])[CH:23]=3)[N:18]=2)[CH3:16])[CH2:10][CH2:9]1)=[O:7])([CH3:4])([CH3:3])[CH3:2].[CH2:33]([NH2:35])[CH3:34], predict the reaction product. The product is: [C:1]([O:5][C:6]([N:8]1[CH2:13][CH2:12][CH:11]([O:14][CH:15]([C:17]2[O:21][N:20]=[C:19]([C:22]3[CH:27]=[CH:26][C:25]([C:28](=[O:30])[NH:35][CH2:33][CH3:34])=[C:24]([F:32])[CH:23]=3)[N:18]=2)[CH3:16])[CH2:10][CH2:9]1)=[O:7])([CH3:3])([CH3:4])[CH3:2].